From a dataset of NCI-60 drug combinations with 297,098 pairs across 59 cell lines. Regression. Given two drug SMILES strings and cell line genomic features, predict the synergy score measuring deviation from expected non-interaction effect. (1) Drug 1: CC1=CC=C(C=C1)C2=CC(=NN2C3=CC=C(C=C3)S(=O)(=O)N)C(F)(F)F. Drug 2: C#CCC(CC1=CN=C2C(=N1)C(=NC(=N2)N)N)C3=CC=C(C=C3)C(=O)NC(CCC(=O)O)C(=O)O. Cell line: NCIH23. Synergy scores: CSS=43.2, Synergy_ZIP=2.15, Synergy_Bliss=0.624, Synergy_Loewe=-9.40, Synergy_HSA=0.847. (2) Drug 1: C1=CC(=CC=C1C#N)C(C2=CC=C(C=C2)C#N)N3C=NC=N3. Drug 2: CC1=C2C(C(=O)C3(C(CC4C(C3C(C(C2(C)C)(CC1OC(=O)C(C(C5=CC=CC=C5)NC(=O)C6=CC=CC=C6)O)O)OC(=O)C7=CC=CC=C7)(CO4)OC(=O)C)O)C)OC(=O)C. Cell line: SK-OV-3. Synergy scores: CSS=1.50, Synergy_ZIP=-3.49, Synergy_Bliss=-7.33, Synergy_Loewe=-19.7, Synergy_HSA=-10.8. (3) Drug 1: CC(CN1CC(=O)NC(=O)C1)N2CC(=O)NC(=O)C2. Drug 2: CC12CCC3C(C1CCC2OP(=O)(O)O)CCC4=C3C=CC(=C4)OC(=O)N(CCCl)CCCl.[Na+]. Cell line: M14. Synergy scores: CSS=-4.15, Synergy_ZIP=-3.82, Synergy_Bliss=-7.68, Synergy_Loewe=-9.67, Synergy_HSA=-8.35. (4) Drug 1: CS(=O)(=O)C1=CC(=C(C=C1)C(=O)NC2=CC(=C(C=C2)Cl)C3=CC=CC=N3)Cl. Drug 2: C(CCl)NC(=O)N(CCCl)N=O. Cell line: MALME-3M. Synergy scores: CSS=1.90, Synergy_ZIP=-0.0963, Synergy_Bliss=3.98, Synergy_Loewe=0.475, Synergy_HSA=0.802.